This data is from Full USPTO retrosynthesis dataset with 1.9M reactions from patents (1976-2016). The task is: Predict the reactants needed to synthesize the given product. (1) Given the product [CH3:1][O:2][C:3](=[O:20])[CH2:4][C@H:5]1[CH2:9][CH2:8][CH2:7][N:6]1[C:10]1[C:15]([NH2:16])=[CH:14][N:13]=[C:12]([Cl:19])[N:11]=1, predict the reactants needed to synthesize it. The reactants are: [CH3:1][O:2][C:3](=[O:20])[CH2:4][C@H:5]1[CH2:9][CH2:8][CH2:7][N:6]1[C:10]1[C:15]([N+:16]([O-])=O)=[CH:14][N:13]=[C:12]([Cl:19])[N:11]=1.[H][H]. (2) Given the product [CH:47]1([S:44]([NH:43][C:42]([C@@:37]2([NH:36][C:34]([C@@H:6]3[CH2:7][C@@H:8]([O:10][C:11]4[C:12]5[O:29][C:28]6[CH:30]=[CH:31][CH:32]=[CH:33][C:27]=6[C:13]=5[N:14]=[C:15]([C:17]5[CH:22]=[CH:21][C:20]([C:23]([F:26])([F:25])[F:24])=[CH:19][CH:18]=5)[N:16]=4)[CH2:9][N:5]3[C:3](=[O:4])[C@@H:2]([NH:1][C:67]([NH2:62])=[S:68])[C:51]([CH3:54])([CH3:53])[CH3:52])=[O:35])[CH2:39][C@H:38]2[CH:40]=[CH2:41])=[O:50])(=[O:46])=[O:45])[CH2:49][CH2:48]1, predict the reactants needed to synthesize it. The reactants are: [NH2:1][C@@H:2]([C:51]([CH3:54])([CH3:53])[CH3:52])[C:3]([N:5]1[CH2:9][C@H:8]([O:10][C:11]2[C:12]3[O:29][C:28]4[CH:30]=[CH:31][CH:32]=[CH:33][C:27]=4[C:13]=3[N:14]=[C:15]([C:17]3[CH:22]=[CH:21][C:20]([C:23]([F:26])([F:25])[F:24])=[CH:19][CH:18]=3)[N:16]=2)[CH2:7][C@H:6]1[C:34]([NH:36][C@:37]1([C:42](=[O:50])[NH:43][S:44]([CH:47]2[CH2:49][CH2:48]2)(=[O:46])=[O:45])[CH2:39][C@H:38]1[CH:40]=[CH2:41])=[O:35])=[O:4].C(N(CC)CC)C.[N:62]1([C:67](N2C=CN=C2)=[S:68])C=CN=C1.N.CO. (3) Given the product [C:30]1([P+:23]([C:24]2[CH:29]=[CH:28][CH:27]=[CH:26][CH:25]=2)([C:36]2[CH:41]=[CH:40][CH:39]=[CH:38][CH:37]=2)[CH2:22][CH2:21][CH2:20][CH2:19][P+:18]([C:42]2[CH:43]=[CH:44][CH:45]=[CH:46][CH:47]=2)([C:15]2[CH:14]=[CH:13][CH:12]=[CH:17][CH:16]=2)[C:48]2[CH:53]=[CH:52][CH:51]=[CH:50][CH:49]=2)[CH:35]=[CH:34][CH:33]=[CH:32][CH:31]=1.[CH2:2]([O:4][C:5](=[O:11])[CH:6]([C:9]#[N:10])[CH:7]=[O:8])[CH3:3], predict the reactants needed to synthesize it. The reactants are: [K].[CH2:2]([O:4][C:5](=[O:11])[CH:6]([C:9]#[N:10])[CH:7]=[O:8])[CH3:3].[CH:12]1[CH:17]=[CH:16][C:15]([P+:18]([C:48]2[CH:53]=[CH:52][CH:51]=[CH:50][CH:49]=2)([C:42]2[CH:47]=[CH:46][CH:45]=[CH:44][CH:43]=2)[CH2:19][CH2:20][CH2:21][CH2:22][P+:23]([C:36]2[CH:41]=[CH:40][CH:39]=[CH:38][CH:37]=2)([C:30]2[CH:35]=[CH:34][CH:33]=[CH:32][CH:31]=2)[C:24]2[CH:29]=[CH:28][CH:27]=[CH:26][CH:25]=2)=[CH:14][CH:13]=1.[Br-].[Br-]. (4) Given the product [CH3:10][O:9][C:7](=[O:8])[C:6]1[CH:11]=[C:12]([O:14][C:26](=[S:27])[N:25]([CH3:29])[CH3:24])[CH:13]=[C:4]([C:3]([O:2][CH3:1])=[O:15])[CH:5]=1, predict the reactants needed to synthesize it. The reactants are: [CH3:1][O:2][C:3](=[O:15])[C:4]1[CH:13]=[C:12]([OH:14])[CH:11]=[C:6]([C:7]([O:9][CH3:10])=[O:8])[CH:5]=1.C1N2CCN(CC2)C1.[CH3:24][N:25]([CH3:29])[C:26](Cl)=[S:27]. (5) Given the product [NH2:14][C:15]1[C:22]([Br:23])=[CH:21][CH:20]=[CH:19][C:16]=1[CH2:17][OH:18], predict the reactants needed to synthesize it. The reactants are: NC1C(C=O)=CC=CC=1C(OC)=O.[NH2:14][C:15]1[C:22]([Br:23])=[CH:21][CH:20]=[CH:19][C:16]=1[CH:17]=[O:18]. (6) Given the product [CH3:3][O:4][C:5]1[C:6]2[N:7]([N:12]=[C:13]([CH2:15][CH2:16][C:17]3[N:18]=[C:19]([C:22]4[CH:27]=[CH:26][CH:25]=[CH:24][CH:23]=4)[N:20]([CH3:28])[CH:21]=3)[N:14]=2)[C:8]([CH3:11])=[CH:9][CH:10]=1, predict the reactants needed to synthesize it. The reactants are: CI.[CH3:3][O:4][C:5]1[C:6]2[N:7]([N:12]=[C:13]([CH2:15][CH2:16][C:17]3[N:18]=[C:19]([C:22]4[CH:27]=[CH:26][CH:25]=[CH:24][CH:23]=4)[NH:20][CH:21]=3)[N:14]=2)[C:8]([CH3:11])=[CH:9][CH:10]=1.[C:28]([O-])([O-])=O.[Cs+].[Cs+]. (7) Given the product [F:45][C:46]1[CH:51]=[CH:50][C:49]([C:52]2[O:53][C:54]3[CH:64]=[C:63]([N:65]([CH2:70][CH2:71][OH:72])[S:66]([CH3:69])(=[O:68])=[O:67])[C:62]([C:73]4[CH:81]=[CH:80][CH:79]=[C:75]([C:76](=[O:77])[NH:11][C:8]5([C:2]6[CH:7]=[CH:6][CH:5]=[CH:4][CH:3]=6)[CH2:10][CH2:9]5)[CH:74]=4)=[CH:61][C:55]=3[C:56]=2[C:57]([NH:58][CH3:59])=[O:60])=[CH:48][CH:47]=1, predict the reactants needed to synthesize it. The reactants are: Cl.[C:2]1([C:8]2([NH2:11])[CH2:10][CH2:9]2)[CH:7]=[CH:6][CH:5]=[CH:4][CH:3]=1.CN(C(ON1N=NC2C=CC=NC1=2)=[N+](C)C)C.F[P-](F)(F)(F)(F)F.CCN(C(C)C)C(C)C.[F:45][C:46]1[CH:51]=[CH:50][C:49]([C:52]2[O:53][C:54]3[CH:64]=[C:63]([N:65]([CH2:70][CH2:71][OH:72])[S:66]([CH3:69])(=[O:68])=[O:67])[C:62]([C:73]4[CH:74]=[C:75]([CH:79]=[CH:80][CH:81]=4)[C:76](O)=[O:77])=[CH:61][C:55]=3[C:56]=2[C:57](=[O:60])[NH:58][CH3:59])=[CH:48][CH:47]=1. (8) Given the product [C:7]1([C:1]2[CH:2]=[CH:3][CH:4]=[CH:5][CH:6]=2)[CH:8]=[CH:9][C:10]([O:13][CH2:36][CH2:35][CH2:34][C:31]2[CH:32]=[CH:33][C:28]([O:27][C:24]([CH3:26])([CH3:25])[C:23]([O:22][CH2:20][CH3:21])=[O:42])=[CH:29][CH:30]=2)=[CH:11][CH:12]=1, predict the reactants needed to synthesize it. The reactants are: [C:1]1([C:7]2[CH:12]=[CH:11][C:10]([OH:13])=[CH:9][CH:8]=2)[CH:6]=[CH:5][CH:4]=[CH:3][CH:2]=1.C([O-])([O-])=O.[K+].[K+].[CH2:20]([O:22][C:23](=[O:42])[C:24]([O:27][C:28]1[CH:33]=[CH:32][C:31]([CH2:34][CH2:35][CH2:36]OS(C)(=O)=O)=[CH:30][CH:29]=1)([CH3:26])[CH3:25])[CH3:21]. (9) Given the product [CH:1]1(/[CH:4]=[C:5](\[CH2:10][CH2:11][CH2:12][CH2:13][CH3:14])/[C:6]([N:17]([CH3:18])[CH3:16])=[O:7])[CH2:3][CH2:2]1, predict the reactants needed to synthesize it. The reactants are: [CH:1]1(/[CH:4]=[C:5](\[CH2:10][CH2:11][CH2:12][CH2:13][CH3:14])/[C:6](OC)=[O:7])[CH2:3][CH2:2]1.Cl.[CH3:16][NH:17][CH3:18].